This data is from Peptide-MHC class I binding affinity with 185,985 pairs from IEDB/IMGT. The task is: Regression. Given a peptide amino acid sequence and an MHC pseudo amino acid sequence, predict their binding affinity value. This is MHC class I binding data. (1) The peptide sequence is NYPASLHKF. The MHC is HLA-A26:03 with pseudo-sequence HLA-A26:03. The binding affinity (normalized) is 0.0847. (2) The peptide sequence is RPKRWLLI. The MHC is HLA-A02:03 with pseudo-sequence HLA-A02:03. The binding affinity (normalized) is 0. (3) The peptide sequence is TPVEHGLVL. The MHC is HLA-A02:01 with pseudo-sequence HLA-A02:01. The binding affinity (normalized) is 0.0847.